From a dataset of Experimentally validated miRNA-target interactions with 360,000+ pairs, plus equal number of negative samples. Binary Classification. Given a miRNA mature sequence and a target amino acid sequence, predict their likelihood of interaction. (1) The miRNA is hsa-miR-148a-3p with sequence UCAGUGCACUACAGAACUUUGU. The protein sequence of the target gene is MASRAPLRAARSPQGPGGPAAPAATGRAALPSAGCCPLPPGRNSSSRPRLLLLLLLLLQDAGGQQGDGCGHTVLGPESGTLTSINYPHTYPNSTVCEWEIRVRTGERIRIKFGDFDIEDSDYCHLNYLKIFNGIGVSRTEIGKYCGLGLQMNQSIESKGSEVTVLFMSGTHAAGRGFLASYSVIDKEDLITCLDTVSNFLEPEFSKYCPAGCLLPFAEISGTIPHGYRDSSPLCMAGIHAGVVSNVLGGQISIVISKGTPYYESSLANNVTSTVGYLSASLFTFKTSGCYGTLGMESGVI.... Result: 0 (no interaction). (2) The miRNA is hsa-miR-888-5p with sequence UACUCAAAAAGCUGUCAGUCA. The protein sequence of the target gene is MELGLGGLSTLSHCPWPRQQPALWPTLAALALLSSVAEASLGSAPRSPAPREGPPPVLASPAGHLPGGRTARWCSGRARRPPPQPSRPAPPPPAPPSALPRGGRAARAGGPGSRARAAGARGCRLRSQLVPVRALGLGHRSDELVRFRFCSGSCRRARSPHDLSLASLLGAGALRPPPGSRPVSQPCCRPTRYEAVSFMDVNSTWRTVDRLSATACGCLG. Result: 0 (no interaction).